Dataset: Forward reaction prediction with 1.9M reactions from USPTO patents (1976-2016). Task: Predict the product of the given reaction. Given the reactants [CH:1]1[C:10]2[C:5](=[C:6]([N:11]3[CH2:16][CH2:15][N:14]([C:17]([O:19][C:20]([CH3:23])([CH3:22])[CH3:21])=[O:18])[CH2:13][C:12]3=[O:24])[CH:7]=[CH:8][CH:9]=2)[CH:4]=[CH:3][N:2]=1.N1C=CC(C2C=CC=C3C=2CCN=C3)=CC=1, predict the reaction product. The product is: [CH:1]1[C:10]2[C:5](=[C:6]([N:11]3[CH2:16][CH2:15][N:14]([C:17]([O:19][C:20]([CH3:22])([CH3:21])[CH3:23])=[O:18])[CH2:13][C:12]3=[O:24])[CH:7]=[CH:8][CH:9]=2)[CH2:4][CH2:3][N:2]=1.